From a dataset of Forward reaction prediction with 1.9M reactions from USPTO patents (1976-2016). Predict the product of the given reaction. Given the reactants [F:1][C:2]1[CH:7]=[CH:6][C:5]([N:8]2[C:11](=[O:12])[CH:10]([CH2:13][CH2:14][CH:15]([C:17]3[CH:22]=[CH:21][C:20]([F:23])=[CH:19][CH:18]=3)[OH:16])[CH:9]2[C:24]2[CH:33]=[CH:32][C:27]([C:28]([NH:30]O)=[NH:29])=[CH:26][CH:25]=2)=[CH:4][CH:3]=1.[H][H].S([O-])([O-])(=O)=O.[Mg+2], predict the reaction product. The product is: [F:1][C:2]1[CH:3]=[CH:4][C:5]([N:8]2[C:11](=[O:12])[CH:10]([CH2:13][CH2:14][CH:15]([C:17]3[CH:22]=[CH:21][C:20]([F:23])=[CH:19][CH:18]=3)[OH:16])[CH:9]2[C:24]2[CH:33]=[CH:32][C:27]([C:28]([NH2:30])=[NH:29])=[CH:26][CH:25]=2)=[CH:6][CH:7]=1.